From a dataset of Forward reaction prediction with 1.9M reactions from USPTO patents (1976-2016). Predict the product of the given reaction. Given the reactants [OH:1][C:2]1[C:10]2[C:5](=[CH:6][N:7]=[CH:8][CH:9]=2)[O:4][C:3]=1[C:11]([O-:13])=[O:12].N1[CH:19]=[CH:18]C=CC=1.[O:20](S(C(F)(F)F)(=O)=O)[S:21]([C:24]([F:27])([F:26])[F:25])(=O)=[O:22], predict the reaction product. The product is: [F:25][C:24]([F:27])([F:26])[S:21]([O:1][C:2]1[C:10]2[C:5](=[CH:6][N:7]=[CH:8][CH:9]=2)[O:4][C:3]=1[C:11]([O:13][CH2:18][CH3:19])=[O:12])(=[O:22])=[O:20].